Predict the reactants needed to synthesize the given product. From a dataset of Full USPTO retrosynthesis dataset with 1.9M reactions from patents (1976-2016). (1) Given the product [C:1]([C:5]1[CH:23]=[C:8]2[N:9]=[C:10]([CH3:22])[C:11]([CH:14]([CH2:19][CH2:20][CH3:21])[C:15]([O:17][CH3:18])=[O:16])=[C:12]([C:36]3[CH:35]=[CH:23][C:5]([CH:30]([CH3:31])[CH3:32])=[CH:1][CH:2]=3)[N:7]2[N:6]=1)([CH3:4])([CH3:3])[CH3:2], predict the reactants needed to synthesize it. The reactants are: [C:1]([C:5]1[CH:23]=[C:8]2[N:9]=[C:10]([CH3:22])[C:11]([CH:14]([CH2:19][CH2:20][CH3:21])[C:15]([O:17][CH3:18])=[O:16])=[C:12](Cl)[N:7]2[N:6]=1)([CH3:4])([CH3:3])[CH3:2].C(N([CH:30]([CH3:32])[CH3:31])CC)(C)C.CO[CH2:35][CH2:36]OC.O. (2) Given the product [CH3:10][O:11][C:12]([C:13]1[N:16]=[C:17]([CH2:18][C:19]2[CH:24]=[CH:23][C:22]([O:25][CH3:26])=[CH:21][CH:20]=2)[O:27][CH:14]=1)=[O:28], predict the reactants needed to synthesize it. The reactants are: C(N(S(F)(F)F)CC)C.[CH3:10][O:11][C:12](=[O:28])[CH:13]([NH:16][C:17](=[O:27])[CH2:18][C:19]1[CH:24]=[CH:23][C:22]([O:25][CH3:26])=[CH:21][CH:20]=1)[CH2:14]O.C(Br)(Cl)(Cl)Cl.C1CCN2C(=NCCC2)CC1.C([O-])(O)=O.[Na+]. (3) Given the product [F:4][C:2]([C:5]1[O:9][C:8]([CH2:10][N:11]2[CH:15]=[C:14]([NH:16][C:31]([C:26]3[N:27]=[C:28]([CH3:30])[O:29][C:25]=3[C:22]3[CH:23]=[CH:24][C:19]([O:18][CH3:17])=[CH:20][CH:21]=3)=[O:32])[CH:13]=[N:12]2)=[CH:7][CH:6]=1)([F:1])[CH3:3], predict the reactants needed to synthesize it. The reactants are: [F:1][C:2]([C:5]1[O:9][C:8]([CH2:10][N:11]2[CH:15]=[C:14]([NH2:16])[CH:13]=[N:12]2)=[CH:7][CH:6]=1)([F:4])[CH3:3].[CH3:17][O:18][C:19]1[CH:24]=[CH:23][C:22]([C:25]2[O:29][C:28]([CH3:30])=[N:27][C:26]=2[C:31](O)=[O:32])=[CH:21][CH:20]=1. (4) Given the product [NH:32]1[C:40]2[C:35](=[CH:36][CH:37]=[C:38]([NH:41][C:2]3[C:3]4[NH:22][N:21]=[CH:20][C:4]=4[N:5]=[C:6]([C:8]4[CH:13]=[CH:12][CH:11]=[C:10]([C:14]5[CH:15]=[N:16][CH:17]=[CH:18][CH:19]=5)[CH:9]=4)[N:7]=3)[CH:39]=2)[CH:34]=[N:33]1, predict the reactants needed to synthesize it. The reactants are: Cl[C:2]1[C:3]2[C:4](=[CH:20][N:21](CC3C=CC(OC)=CC=3)[N:22]=2)[N:5]=[C:6]([C:8]2[CH:13]=[CH:12][CH:11]=[C:10]([C:14]3[CH:15]=[N:16][CH:17]=[CH:18][CH:19]=3)[CH:9]=2)[N:7]=1.[NH:32]1[C:40]2[C:35](=[CH:36][CH:37]=[C:38]([NH2:41])[CH:39]=2)[CH:34]=[N:33]1.Cl.